The task is: Predict which catalyst facilitates the given reaction.. This data is from Catalyst prediction with 721,799 reactions and 888 catalyst types from USPTO. (1) Reactant: [CH2:1]([O:3][C:4](=[O:18])[CH2:5][CH2:6][CH2:7][C:8]1[CH:17]=[CH:16][C:11]([C:12]([O:14][CH3:15])=[O:13])=[CH:10][N:9]=1)[CH3:2]. Product: [CH2:1]([O:3][C:4](=[O:18])[CH2:5][CH2:6][CH2:7][CH:8]1[NH:9][CH2:10][CH:11]([C:12]([O:14][CH3:15])=[O:13])[CH2:16][CH2:17]1)[CH3:2]. The catalyst class is: 52. (2) Reactant: [F:1][C:2]1[CH:7]=[C:6]([O:8][CH3:9])[CH:5]=[CH:4][C:3]=1[CH2:10][C:11](=[O:13])[CH3:12].[Cr](Cl)([O-])(=O)=[O:15].[NH+]1C=CC=CC=1.N1C=CC=CC=1. Product: [F:1][C:2]1[CH:7]=[C:6]([O:8][CH3:9])[CH:5]=[CH:4][C:3]=1[C:10](=[O:15])[C:11](=[O:13])[CH3:12]. The catalyst class is: 2. (3) Reactant: C1(P(C2C=CC=CC=2)C2C=CC=CC=2)C=CC=CC=1.Cl[C:21]1[CH:26]=[CH:25][C:24]([N+:27]([O-])=O)=[CH:23][N:22]=1.C([Sn](CCCC)(CCCC)[CH:35]=[CH:36][C:37]1[CH:42]=[CH:41][CH:40]=[CH:39][CH:38]=1)CCC. Product: [CH:35](/[C:21]1[N:22]=[CH:23][C:24]([NH2:27])=[CH:25][CH:26]=1)=[CH:36]\[C:37]1[CH:42]=[CH:41][CH:40]=[CH:39][CH:38]=1. The catalyst class is: 274. (4) Reactant: FC(F)(F)C(O)=O.[N:8]1[CH:13]=[CH:12][CH:11]=[CH:10][C:9]=1[NH:14][CH2:15][CH2:16][CH2:17][O:18][C:19]([NH:21][CH2:22][C:23]([O:25]C(C)(C)C)=[O:24])=[O:20]. Product: [N:8]1[CH:13]=[CH:12][CH:11]=[CH:10][C:9]=1[NH:14][CH2:15][CH2:16][CH2:17][O:18][C:19]([NH:21][CH2:22][C:23]([OH:25])=[O:24])=[O:20]. The catalyst class is: 4.